From a dataset of Peptide-MHC class II binding affinity with 134,281 pairs from IEDB. Regression. Given a peptide amino acid sequence and an MHC pseudo amino acid sequence, predict their binding affinity value. This is MHC class II binding data. The peptide sequence is PSEPWNTGHDWILAD. The MHC is DRB1_0801 with pseudo-sequence DRB1_0801. The binding affinity (normalized) is 0.